This data is from CYP2C9 inhibition data for predicting drug metabolism from PubChem BioAssay. The task is: Regression/Classification. Given a drug SMILES string, predict its absorption, distribution, metabolism, or excretion properties. Task type varies by dataset: regression for continuous measurements (e.g., permeability, clearance, half-life) or binary classification for categorical outcomes (e.g., BBB penetration, CYP inhibition). Dataset: cyp2c9_veith. (1) The drug is COc1ccc(C2C(C#N)=C(N)N(Nc3ccccc3)C3=C2C(=O)CC(C)(C)C3)cc1C. The result is 1 (inhibitor). (2) The result is 0 (non-inhibitor). The molecule is Cc1ccc([C@@H](O)c2cnc(C)n2Cc2ccccc2)cc1. (3) The molecule is O=C1Nc2ccccc2/C1=N/c1sc2c(c1C(=O)NCCc1ccccc1)CCCC2. The result is 1 (inhibitor). (4) The compound is CCOC(=O)c1c2ccc(OCC(=O)N/N=C/c3ccc(Cl)cc3)cc2n2ccccc12. The result is 1 (inhibitor). (5) The compound is Cn1cccc1C(=O)N1CCC[C@@]2(CCN(C(=O)Nc3cccc(F)c3)C2)C1. The result is 0 (non-inhibitor). (6) The molecule is CC[N+](CC)(CC)CC[C@](O)(c1ccccc1)C1CCCCC1. The result is 0 (non-inhibitor). (7) The drug is COC(=O)c1ccccc1NC(=O)Oc1ccc(F)cc1. The result is 0 (non-inhibitor). (8) The drug is CC(=O)NC1(C(F)(F)F)C(=O)N(Cc2ccccc2)C2=C1C(=O)CC(C)(C)C2. The result is 0 (non-inhibitor). (9) The compound is CCc1c(C(=O)OC)ncc2[nH]c3cc(OC)c(OC)cc3c12. The result is 0 (non-inhibitor).